From a dataset of NCI-60 drug combinations with 297,098 pairs across 59 cell lines. Regression. Given two drug SMILES strings and cell line genomic features, predict the synergy score measuring deviation from expected non-interaction effect. (1) Drug 1: CC1=C(C=C(C=C1)NC(=O)C2=CC=C(C=C2)CN3CCN(CC3)C)NC4=NC=CC(=N4)C5=CN=CC=C5. Drug 2: B(C(CC(C)C)NC(=O)C(CC1=CC=CC=C1)NC(=O)C2=NC=CN=C2)(O)O. Cell line: 786-0. Synergy scores: CSS=9.70, Synergy_ZIP=2.60, Synergy_Bliss=-0.893, Synergy_Loewe=-25.4, Synergy_HSA=-7.50. (2) Drug 1: CC1C(C(=O)NC(C(=O)N2CCCC2C(=O)N(CC(=O)N(C(C(=O)O1)C(C)C)C)C)C(C)C)NC(=O)C3=C4C(=C(C=C3)C)OC5=C(C(=O)C(=C(C5=N4)C(=O)NC6C(OC(=O)C(N(C(=O)CN(C(=O)C7CCCN7C(=O)C(NC6=O)C(C)C)C)C)C(C)C)C)N)C. Drug 2: C1=NC2=C(N=C(N=C2N1C3C(C(C(O3)CO)O)F)Cl)N. Cell line: MOLT-4. Synergy scores: CSS=91.4, Synergy_ZIP=10.5, Synergy_Bliss=10.7, Synergy_Loewe=6.83, Synergy_HSA=11.4. (3) Drug 1: C1=CC=C(C(=C1)C(C2=CC=C(C=C2)Cl)C(Cl)Cl)Cl. Drug 2: CC1=C(C(=O)C2=C(C1=O)N3CC4C(C3(C2COC(=O)N)OC)N4)N. Cell line: MALME-3M. Synergy scores: CSS=15.4, Synergy_ZIP=-5.08, Synergy_Bliss=1.79, Synergy_Loewe=-22.4, Synergy_HSA=-1.06. (4) Drug 1: COC1=C(C=C2C(=C1)N=CN=C2NC3=CC(=C(C=C3)F)Cl)OCCCN4CCOCC4. Drug 2: C#CCC(CC1=CN=C2C(=N1)C(=NC(=N2)N)N)C3=CC=C(C=C3)C(=O)NC(CCC(=O)O)C(=O)O. Cell line: SK-MEL-2. Synergy scores: CSS=-2.68, Synergy_ZIP=-6.53, Synergy_Bliss=-16.3, Synergy_Loewe=-14.1, Synergy_HSA=-14.0. (5) Drug 1: C1CN1C2=NC(=NC(=N2)N3CC3)N4CC4. Drug 2: COC1=C(C=C2C(=C1)N=CN=C2NC3=CC(=C(C=C3)F)Cl)OCCCN4CCOCC4. Cell line: OVCAR-8. Synergy scores: CSS=35.4, Synergy_ZIP=1.22, Synergy_Bliss=1.59, Synergy_Loewe=-0.351, Synergy_HSA=3.39.